From a dataset of Catalyst prediction with 721,799 reactions and 888 catalyst types from USPTO. Predict which catalyst facilitates the given reaction. (1) Reactant: [F:1][C:2]1[CH:7]=[C:6]([N+:8]([O-])=O)[CH:5]=[CH:4][C:3]=1[C:11]1[CH2:16][CH2:15][N:14]([C:17]([O:19][C:20]([CH3:23])([CH3:22])[CH3:21])=[O:18])[CH2:13][CH:12]=1. Product: [NH2:8][C:6]1[CH:5]=[CH:4][C:3]([CH:11]2[CH2:16][CH2:15][N:14]([C:17]([O:19][C:20]([CH3:22])([CH3:21])[CH3:23])=[O:18])[CH2:13][CH2:12]2)=[C:2]([F:1])[CH:7]=1. The catalyst class is: 99. (2) Reactant: F[C:2](F)(F)C(O)=O.C([Zn]CC)C.ICI.[C:16]([NH:19][C@@:20]1([C:32]([O:34][CH2:35][CH3:36])=[O:33])[CH2:25][C:24](=[CH2:26])[C@@H:23]2[C@H:21]1[C@H:22]2[C:27]([O:29][CH2:30][CH3:31])=[O:28])(=[O:18])[CH3:17]. Product: [C:16]([NH:19][C@@:20]1([C:32]([O:34][CH2:35][CH3:36])=[O:33])[CH2:25][C:24]2([CH2:2][CH2:26]2)[C@@H:23]2[C@H:21]1[C@H:22]2[C:27]([O:29][CH2:30][CH3:31])=[O:28])(=[O:18])[CH3:17]. The catalyst class is: 4. (3) The catalyst class is: 1. Product: [C:41]([N:21]1[CH2:22][CH2:23][CH:18]([CH2:17][N:14]2[CH2:15][CH2:16][C@@H:11]([N:9]([CH3:10])[C:7](=[O:8])[C:6]3[CH:5]=[CH:4][C:3]([Cl:2])=[CH:33][CH:32]=3)[C@H:12]([C:24]3[CH:29]=[CH:28][C:27]([Cl:30])=[C:26]([Cl:31])[CH:25]=3)[CH2:13]2)[CH2:19][CH2:20]1)(=[O:43])[CH3:42]. Reactant: Cl.[Cl:2][C:3]1[CH:33]=[CH:32][C:6]([C:7]([N:9]([C@@H:11]2[CH2:16][CH2:15][N:14]([CH2:17][CH:18]3[CH2:23][CH2:22][NH:21][CH2:20][CH2:19]3)[CH2:13][C@H:12]2[C:24]2[CH:29]=[CH:28][C:27]([Cl:30])=[C:26]([Cl:31])[CH:25]=2)[CH3:10])=[O:8])=[CH:5][CH:4]=1.C(N(CC)CC)C.[C:41](Cl)(=[O:43])[CH3:42].O. (4) Product: [CH2:10]([O:9][C:5]1[CH:4]=[C:3]([C:17]2([OH:22])[CH2:21][CH2:20][CH2:19][CH2:18]2)[CH:8]=[CH:7][CH:6]=1)[C:11]1[CH:16]=[CH:15][CH:14]=[CH:13][CH:12]=1. The catalyst class is: 27. Reactant: [Mg].Br[C:3]1[CH:8]=[CH:7][CH:6]=[C:5]([O:9][CH2:10][C:11]2[CH:16]=[CH:15][CH:14]=[CH:13][CH:12]=2)[CH:4]=1.[C:17]1(=[O:22])[CH2:21][CH2:20][CH2:19][CH2:18]1.[Cl-].[NH4+]. (5) Product: [O:16]([C:15]1[C:10]([C:8]2[N:7]=[CH:6][NH:5][N:2]=2)=[CH:11][N:12]([C:24]2[CH:25]=[CH:26][CH:27]=[CH:28][CH:29]=2)[C:13](=[O:23])[CH:14]=1)[C:17]1[CH:22]=[CH:21][CH:20]=[CH:19][CH:18]=1. The catalyst class is: 15. Reactant: O.[NH2:2]N.C[N:5](C)[CH:6]=[N:7][C:8]([C:10]1[C:15]([O:16][C:17]2[CH:22]=[CH:21][CH:20]=[CH:19][CH:18]=2)=[CH:14][C:13](=[O:23])[N:12]([C:24]2[CH:29]=[CH:28][CH:27]=[CH:26][CH:25]=2)[CH:11]=1)=O. (6) Reactant: C([O:3][C:4]([C:6]1[N:7]([CH2:11][C:12]([NH2:21])([C:14]2[CH:19]=[CH:18][CH:17]=[C:16]([Br:20])[CH:15]=2)[CH3:13])[CH:8]=[CH:9][N:10]=1)=O)C. Product: [Br:20][C:16]1[CH:15]=[C:14]([C:12]2([CH3:13])[CH2:11][N:7]3[CH:8]=[CH:9][N:10]=[C:6]3[C:4](=[O:3])[NH:21]2)[CH:19]=[CH:18][CH:17]=1. The catalyst class is: 8. (7) Reactant: [H-].[Na+].[C:3]([O:7][CH3:8])(=[O:6])[CH2:4][SH:5].[H][H].[CH2:11]([O:13][C:14](=[O:22])[C:15]1[CH:20]=[CH:19][CH:18]=[N:17][C:16]=1Cl)[CH3:12]. Product: [CH2:11]([O:13][C:14](=[O:22])[C:15]1[CH:20]=[CH:19][CH:18]=[N:17][C:16]=1[S:5][CH2:4][C:3]([O:7][CH3:8])=[O:6])[CH3:12]. The catalyst class is: 18. (8) Reactant: [C:1]([C:3]1[CH:4]=[C:5]([C:13]2[S:17][C:16]([C:18]3[C:19]([CH2:37][CH3:38])=[C:20]([CH2:24][CH2:25][N:26]4[CH2:31][CH2:30][CH:29]([C:32]([O:34]CC)=[O:33])[CH2:28][CH2:27]4)[CH:21]=[CH:22][CH:23]=3)=[N:15][N:14]=2)[CH:6]=[CH:7][C:8]=1[CH2:9][CH:10]([CH3:12])[CH3:11])#[N:2].[OH-].[Na+].Cl. Product: [C:1]([C:3]1[CH:4]=[C:5]([C:13]2[S:17][C:16]([C:18]3[C:19]([CH2:37][CH3:38])=[C:20]([CH2:24][CH2:25][N:26]4[CH2:31][CH2:30][CH:29]([C:32]([OH:34])=[O:33])[CH2:28][CH2:27]4)[CH:21]=[CH:22][CH:23]=3)=[N:15][N:14]=2)[CH:6]=[CH:7][C:8]=1[CH2:9][CH:10]([CH3:11])[CH3:12])#[N:2]. The catalyst class is: 252. (9) Product: [Cl:25][C:26]1[CH:32]=[CH:31][CH:30]=[C:29]([CH3:33])[C:27]=1[NH:28][C:9]([C:8]1[C:3]([CH2:1][CH3:2])=[N:4][C:5]([S:12][CH3:13])=[N:6][CH:7]=1)=[O:11]. The catalyst class is: 4. Reactant: [CH2:1]([C:3]1[C:8]([C:9]([OH:11])=O)=[CH:7][N:6]=[C:5]([S:12][CH3:13])[N:4]=1)[CH3:2].CN(C)C=O.C(Cl)(=O)C(Cl)=O.[Cl:25][C:26]1[CH:32]=[CH:31][CH:30]=[C:29]([CH3:33])[C:27]=1[NH2:28].N1C=CC=CC=1. (10) Reactant: [NH2:1][C:2]1[CH:3]=[CH:4][C:5]([O:8][CH3:9])=[N:6][CH:7]=1.[CH3:10][C:11]([CH3:13])=O. Product: [C:11](=[N:1][C:2]1[CH:7]=[N:6][C:5]([O:8][CH3:9])=[CH:4][CH:3]=1)([CH3:13])[CH3:10]. The catalyst class is: 5.